Predict the product of the given reaction. From a dataset of Forward reaction prediction with 1.9M reactions from USPTO patents (1976-2016). (1) Given the reactants Br[C:2]1[CH:3]=[C:4]([CH:7]=[CH:8][C:9]=1[O:10][CH3:11])[C:5]#[N:6].C([O:15][B:16](OC(C)C)[O:17]C(C)C)(C)C.C([Li])CCC.CCCCCC, predict the reaction product. The product is: [CH3:11][O:10][C:9]1[CH:8]=[CH:7][C:4]([C:5]#[N:6])=[CH:3][C:2]=1[B:16]([OH:17])[OH:15]. (2) Given the reactants [OH:1][C@@H:2]([CH2:8][CH2:9][CH2:10][CH2:11][C:12]([O:14][CH3:15])=[O:13])[CH2:3][C:4](OC)=[O:5].[BH4-].[Na+].B([O-])([O-])OC, predict the reaction product. The product is: [OH:1][C@H:2]([CH2:3][CH2:4][OH:5])[CH2:8][CH2:9][CH2:10][CH2:11][C:12]([O:14][CH3:15])=[O:13]. (3) Given the reactants [CH2:1]1[C:7]2[CH:8]=[CH:9][CH:10]=[CH:11][C:6]=2[CH2:5][CH2:4][CH2:3][N:2]1[C:12]1[CH:21]=[C:20]([CH2:22][CH2:23][C:24]([O:26]C)=[O:25])[C:19]2[C:14](=[CH:15][CH:16]=[CH:17][CH:18]=2)[N:13]=1.[OH-].[Na+].Cl, predict the reaction product. The product is: [CH2:1]1[C:7]2[CH:8]=[CH:9][CH:10]=[CH:11][C:6]=2[CH2:5][CH2:4][CH2:3][N:2]1[C:12]1[CH:21]=[C:20]([CH2:22][CH2:23][C:24]([OH:26])=[O:25])[C:19]2[C:14](=[CH:15][CH:16]=[CH:17][CH:18]=2)[N:13]=1. (4) Given the reactants C([N:8]1[CH2:13][CH:12]([CH3:14])[CH:11]([OH:15])[CH:10]([CH3:16])[CH2:9]1)C1C=CC=CC=1, predict the reaction product. The product is: [CH3:16][CH:10]1[CH:11]([OH:15])[CH:12]([CH3:14])[CH2:13][NH:8][CH2:9]1.